Task: Predict which catalyst facilitates the given reaction.. Dataset: Catalyst prediction with 721,799 reactions and 888 catalyst types from USPTO (1) The catalyst class is: 588. Reactant: [N:1]([CH2:4][CH2:5][CH2:6][CH2:7][CH2:8][CH2:9][CH2:10][C:11]([OH:13])=O)=[N+:2]=[N-:3].C(Cl)(=O)C([Cl:17])=O. Product: [N:1]([CH2:4][CH2:5][CH2:6][CH2:7][CH2:8][CH2:9][CH2:10][C:11]([Cl:17])=[O:13])=[N+:2]=[N-:3]. (2) Reactant: [Br:1][C:2]1[CH:7]=[C:6]2[NH:8][CH2:9][C:10]3([CH2:15][CH2:14][S:13](=[O:17])(=[O:16])[CH2:12][CH2:11]3)[C:5]2=[CH:4][CH:3]=1.C(Cl)Cl.[C:21](O[C:21]([O:23][C:24]([CH3:27])([CH3:26])[CH3:25])=[O:22])([O:23][C:24]([CH3:27])([CH3:26])[CH3:25])=[O:22].C(N(CC)CC)C. Product: [Br:1][C:2]1[CH:7]=[C:6]2[N:8]([C:21]([O:23][C:24]([CH3:27])([CH3:26])[CH3:25])=[O:22])[CH2:9][C:10]3([CH2:15][CH2:14][S:13](=[O:17])(=[O:16])[CH2:12][CH2:11]3)[C:5]2=[CH:4][CH:3]=1. The catalyst class is: 527. (3) Reactant: [C:1]([C:5]1[CH:10]=[C:9]([Cl:11])[CH:8]=[CH:7][C:6]=1[OH:12])([CH3:4])([CH3:3])[CH3:2].N1C=CC=CC=1.[O:19](S(C(F)(F)F)(=O)=O)[S:20]([C:23]([F:26])([F:25])[F:24])(=O)=[O:21].Cl. Product: [F:24][C:23]([F:26])([F:25])[S:20]([O:12][C:6]1[CH:7]=[CH:8][C:9]([Cl:11])=[CH:10][C:5]=1[C:1]([CH3:4])([CH3:2])[CH3:3])(=[O:21])=[O:19]. The catalyst class is: 2. (4) Reactant: Br[C:2]1[C:3]([N:22]2[CH2:26][CH2:25][C@@H:24]([OH:27])[CH2:23]2)=[N:4][CH:5]=[C:6]([CH:21]=1)[C:7]([NH:9][C:10]1[CH:15]=[CH:14][C:13]([O:16][C:17]([F:20])([F:19])[F:18])=[CH:12][CH:11]=1)=[O:8].[C:28]([C:30]1[CH:35]=[CH:34][N:33]=[CH:32][C:31]=1B1OC(C)(C)C(C)(C)O1)#[N:29].C([O-])([O-])=O.[K+].[K+]. Product: [C:28]([C:30]1[CH:35]=[CH:34][N:33]=[CH:32][C:31]=1[C:2]1[C:3]([N:22]2[CH2:26][CH2:25][C@@H:24]([OH:27])[CH2:23]2)=[N:4][CH:5]=[C:6]([C:7]([NH:9][C:10]2[CH:11]=[CH:12][C:13]([O:16][C:17]([F:20])([F:18])[F:19])=[CH:14][CH:15]=2)=[O:8])[CH:21]=1)#[N:29]. The catalyst class is: 128. (5) Reactant: [NH2:1][C:2]1[CH:9]=[CH:8][C:7](Br)=[CH:6][C:3]=1[C:4]#[N:5].[Cl:11][C:12]1[CH:13]=[C:14](B(O)O)[CH:15]=[CH:16][CH:17]=1.C(=O)([O-])[O-].[Na+].[Na+]. Product: [NH2:1][C:2]1[CH:9]=[CH:8][C:7]([C:16]2[CH:15]=[CH:14][CH:13]=[C:12]([Cl:11])[CH:17]=2)=[CH:6][C:3]=1[C:4]#[N:5]. The catalyst class is: 659.